Dataset: Reaction yield outcomes from USPTO patents with 853,638 reactions. Task: Predict the reaction yield, written as a fraction of the theoretical maximum amount of product (1.0 means a 100% yield; for example, 0.34 means a 34% yield). (1) The reactants are [N:1]12[CH2:8][CH2:7][C:4]([C:9]([C:17]3[CH:22]=[CH:21][CH:20]=[CH:19][CH:18]=3)([C:11]3[CH:16]=[CH:15][CH:14]=[CH:13][CH:12]=3)[OH:10])([CH2:5][CH2:6]1)[CH2:3][CH2:2]2.[Br:23][CH2:24][CH2:25][CH2:26][N:27]1[C:35](=[O:36])[C:34]2[C:29](=[CH:30][CH:31]=[CH:32][CH:33]=2)[C:28]1=[O:37]. The catalyst is CC#N. The product is [Br-:23].[O:37]=[C:28]1[C:29]2[C:34](=[CH:33][CH:32]=[CH:31][CH:30]=2)[C:35](=[O:36])[N:27]1[CH2:26][CH2:25][CH2:24][N+:1]12[CH2:6][CH2:5][C:4]([C:9]([OH:10])([C:17]3[CH:22]=[CH:21][CH:20]=[CH:19][CH:18]=3)[C:11]3[CH:12]=[CH:13][CH:14]=[CH:15][CH:16]=3)([CH2:3][CH2:2]1)[CH2:7][CH2:8]2. The yield is 0.824. (2) The reactants are [CH3:1][C:2]1[CH:3]=[CH:4][C:5]2[O:9][C:8](=[O:10])[NH:7][C:6]=2[CH:11]=1.C([O-])([O-])=O.[K+].[K+].[CH2:18]([O:25][C:26](=[O:29])[CH2:27]Br)[C:19]1[CH:24]=[CH:23][CH:22]=[CH:21][CH:20]=1. The catalyst is CN(C=O)C.C(OCC)(=O)C. The product is [CH2:18]([O:25][C:26](=[O:29])[CH2:27][N:7]1[C:6]2[CH:11]=[C:2]([CH3:1])[CH:3]=[CH:4][C:5]=2[O:9][C:8]1=[O:10])[C:19]1[CH:24]=[CH:23][CH:22]=[CH:21][CH:20]=1. The yield is 0.650. (3) The reactants are [F:1][C:2]1[CH:10]=[CH:9][C:8]([C:11]2[CH:16]=[CH:15][CH:14]=[C:13]([F:17])[CH:12]=2)=[CH:7][C:3]=1[C:4](O)=[O:5].Cl.[CH3:19][O:20][NH:21][CH3:22].C(N(CC)CC)C.C1C=CC2N(O)N=NC=2C=1.C(Cl)CCl. The catalyst is CN(C=O)C.O. The product is [F:1][C:2]1[CH:10]=[CH:9][C:8]([C:11]2[CH:16]=[CH:15][CH:14]=[C:13]([F:17])[CH:12]=2)=[CH:7][C:3]=1[C:4]([N:21]([O:20][CH3:19])[CH3:22])=[O:5]. The yield is 0.850. (4) The reactants are Cl[C:2]1[CH:3]=[CH:4][N:5]2[C:10]([C:11]=1[CH3:12])=[C:9]([CH:13]1[CH2:15][CH2:14]1)[CH:8]=[C:7]([C:16]([O:18][CH3:19])=[O:17])[C:6]2=[O:20].CC1(C)C(C)(C)OB([C:29]2[CH:35]=[CH:34][C:32]([NH2:33])=[CH:31][CH:30]=2)O1. No catalyst specified. The product is [NH2:33][C:32]1[CH:34]=[CH:35][C:29]([C:2]2[CH:3]=[CH:4][N:5]3[C:10]([C:11]=2[CH3:12])=[C:9]([CH:13]2[CH2:15][CH2:14]2)[CH:8]=[C:7]([C:16]([O:18][CH3:19])=[O:17])[C:6]3=[O:20])=[CH:30][CH:31]=1. The yield is 0.140. (5) The reactants are [CH2:1]([N:8]1[C:12](=[NH:13])[CH2:11][NH:10][C:9]1=[O:14])[C:2]1[CH:7]=[CH:6][CH:5]=[CH:4][CH:3]=1.[C:15]([O:19][C:20](O[C:20]([O:19][C:15]([CH3:18])([CH3:17])[CH3:16])=[O:21])=[O:21])([CH3:18])([CH3:17])[CH3:16].C(Cl)Cl. No catalyst specified. The product is [CH2:1]([N:8]1[C:9](=[O:14])[NH:10][CH2:11]/[C:12]/1=[N:13]\[C:20](=[O:21])[O:19][C:15]([CH3:18])([CH3:17])[CH3:16])[C:2]1[CH:3]=[CH:4][CH:5]=[CH:6][CH:7]=1. The yield is 0.460. (6) The reactants are Cl[C:2]1[C:7]([N+:8]([O-:10])=[O:9])=[CH:6][CH:5]=[C:4]([O:11][CH3:12])[N:3]=1.O1CCOCC1.[CH2:19]([NH:23][CH2:24][CH2:25][OH:26])[CH2:20][CH2:21][CH3:22]. The catalyst is O. The product is [CH2:19]([N:23]([C:2]1[C:7]([N+:8]([O-:10])=[O:9])=[CH:6][CH:5]=[C:4]([O:11][CH3:12])[N:3]=1)[CH2:24][CH2:25][OH:26])[CH2:20][CH2:21][CH3:22]. The yield is 0.700.